Dataset: Catalyst prediction with 721,799 reactions and 888 catalyst types from USPTO. Task: Predict which catalyst facilitates the given reaction. (1) Reactant: [C:1](O)(=O)[CH2:2][CH2:3][CH2:4]/[CH:5]=[CH:6]\[CH2:7]/[CH:8]=[CH:9]\[CH2:10]/[CH:11]=[CH:12]\[CH2:13]/[CH:14]=[CH:15]\[CH2:16][CH2:17][CH2:18][CH2:19][CH3:20].C(Cl)(=O)C([Cl:26])=O. Product: [CH2:1]([Cl:26])[CH2:2][CH2:3][CH2:4]/[CH:5]=[CH:6]\[CH2:7]/[CH:8]=[CH:9]\[CH2:10]/[CH:11]=[CH:12]\[CH2:13]/[CH:14]=[CH:15]\[CH2:16][CH2:17][CH2:18][CH2:19][CH3:20]. The catalyst class is: 48. (2) Reactant: [Cl:1][C:2]1[CH:11]=[C:10]([CH:12]([NH2:14])[CH3:13])[C:9]([C:15]2[CH:20]=[CH:19][CH:18]=[C:17]([F:21])[CH:16]=2)=[C:8]2[C:3]=1[CH:4]=[CH:5][N:6]=[N:7]2.[NH2:22][C:23]1[C:28]([C:29]#[N:30])=[C:27](Cl)[N:26]=[CH:25][N:24]=1.C(N(CC)C(C)C)(C)C.C(#N)C. Product: [NH2:22][C:23]1[C:28]([C:29]#[N:30])=[C:27]([NH:14][CH:12]([C:10]2[C:9]([C:15]3[CH:20]=[CH:19][CH:18]=[C:17]([F:21])[CH:16]=3)=[C:8]3[C:3]([CH:4]=[CH:5][N:6]=[N:7]3)=[C:2]([Cl:1])[CH:11]=2)[CH3:13])[N:26]=[CH:25][N:24]=1. The catalyst class is: 51. (3) Reactant: [C:1]([N:5]1[C:13]2[CH:12]=[CH:11][N:10]=[C:9]([O:14]C)[C:8]=2[C:7]([C:16]2[CH:17]=[C:18]([C:21]([NH2:23])=[O:22])[S:19][CH:20]=2)=[N:6]1)([CH3:4])([CH3:3])[CH3:2].[I-].[Na+].Cl[Si](C)(C)C.C(=O)([O-])O.[Na+]. Product: [C:1]([N:5]1[C:13]2[CH:12]=[CH:11][NH:10][C:9](=[O:14])[C:8]=2[C:7]([C:16]2[CH:17]=[C:18]([C:21]([NH2:23])=[O:22])[S:19][CH:20]=2)=[N:6]1)([CH3:4])([CH3:2])[CH3:3]. The catalyst class is: 10.